This data is from Forward reaction prediction with 1.9M reactions from USPTO patents (1976-2016). The task is: Predict the product of the given reaction. (1) The product is: [F:31][C:32]1[CH:37]=[CH:36][CH:35]=[CH:34][C:33]=1[O:5][CH2:6][CH2:7][C@@H:8]1[CH2:13][N:12]([C:14]([O:16][CH2:17][C:18]2[CH:23]=[CH:22][CH:21]=[CH:20][CH:19]=2)=[O:15])[CH2:11][CH2:10][N:9]1[C:24]([O:26][C:27]([CH3:30])([CH3:29])[CH3:28])=[O:25]. Given the reactants CS([O:5][CH2:6][CH2:7][C@@H:8]1[CH2:13][N:12]([C:14]([O:16][CH2:17][C:18]2[CH:23]=[CH:22][CH:21]=[CH:20][CH:19]=2)=[O:15])[CH2:11][CH2:10][N:9]1[C:24]([O:26][C:27]([CH3:30])([CH3:29])[CH3:28])=[O:25])(=O)=O.[F:31][C:32]1[CH:37]=[CH:36][CH:35]=[CH:34][C:33]=1O.C(=O)([O-])[O-].[K+].[K+].[I-].[K+], predict the reaction product. (2) Given the reactants [F:1][C:2]1[CH:14]=[C:13]([N+:15]([O-])=O)[CH:12]=[CH:11][C:3]=1[CH2:4][N:5]1[CH2:10][CH2:9][O:8][CH2:7][CH2:6]1, predict the reaction product. The product is: [F:1][C:2]1[CH:14]=[C:13]([CH:12]=[CH:11][C:3]=1[CH2:4][N:5]1[CH2:10][CH2:9][O:8][CH2:7][CH2:6]1)[NH2:15]. (3) Given the reactants [C:1]([O:5][C:6]([NH:8][CH2:9][C@H:10]1[CH2:15][CH2:14][C@H:13]([C:16]([NH:18][C@@H:19]([CH2:24][C:25]2[CH:30]=[CH:29][C:28]([C:31]3[CH:36]=[CH:35][C:34]([C:37](=[O:42])[NH:38][CH:39]([CH3:41])[CH3:40])=[CH:33][C:32]=3[CH3:43])=[CH:27][CH:26]=2)[C:20]([O:22]C)=[O:21])=[O:17])[CH2:12][CH2:11]1)=[O:7])([CH3:4])([CH3:3])[CH3:2].O.[OH-].[Li+].Cl.[Cl-].[NH4+], predict the reaction product. The product is: [C:1]([O:5][C:6]([NH:8][CH2:9][C@H:10]1[CH2:15][CH2:14][C@H:13]([C:16]([NH:18][C@@H:19]([CH2:24][C:25]2[CH:26]=[CH:27][C:28]([C:31]3[CH:36]=[CH:35][C:34]([C:37](=[O:42])[NH:38][CH:39]([CH3:40])[CH3:41])=[CH:33][C:32]=3[CH3:43])=[CH:29][CH:30]=2)[C:20]([OH:22])=[O:21])=[O:17])[CH2:12][CH2:11]1)=[O:7])([CH3:2])([CH3:3])[CH3:4]. (4) The product is: [CH3:18][O:19][C:20]1[CH:26]=[CH:25][C:24]([N+:27]([O-:29])=[O:28])=[CH:23][C:21]=1[NH:22][C:2]1[CH:7]=[C:6]([C:8]([F:11])([F:10])[F:9])[N:5]=[C:4]([C:12]2[CH:17]=[N:16][CH:15]=[CH:14][N:13]=2)[N:3]=1. Given the reactants Cl[C:2]1[CH:7]=[C:6]([C:8]([F:11])([F:10])[F:9])[N:5]=[C:4]([C:12]2[CH:17]=[N:16][CH:15]=[CH:14][N:13]=2)[N:3]=1.[CH3:18][O:19][C:20]1[CH:26]=[CH:25][C:24]([N+:27]([O-:29])=[O:28])=[CH:23][C:21]=1[NH2:22], predict the reaction product. (5) Given the reactants [CH2:1]([C:11]1[CH:16]=[CH:15][C:14]([C:17]([C:19]2[CH:24]=[CH:23][CH:22]=[CH:21][C:20]=2B2OC(C)(C)C(C)(C)O2)=[O:18])=[CH:13][CH:12]=1)[CH2:2][CH2:3][CH2:4][CH2:5][CH2:6][CH2:7][CH2:8][CH2:9][CH3:10].[Cl:34][C:35]1[CH:36]=[CH:37][C:38](I)=[C:39]([C:41]([C:43]2[CH:48]=[CH:47][C:46]([CH2:49][CH2:50][CH2:51][CH2:52][CH2:53][CH2:54][CH2:55][CH2:56][CH2:57][CH3:58])=[CH:45][CH:44]=2)=[O:42])[CH:40]=1.C([O-])([O-])=O.[K+].[K+], predict the reaction product. The product is: [Cl:34][C:35]1[CH:36]=[CH:37][C:38]([C:20]2[CH:21]=[CH:22][CH:23]=[CH:24][C:19]=2[C:17]([C:14]2[CH:13]=[CH:12][C:11]([CH2:1][CH2:2][CH2:3][CH2:4][CH2:5][CH2:6][CH2:7][CH2:8][CH2:9][CH3:10])=[CH:16][CH:15]=2)=[O:18])=[C:39]([C:41](=[O:42])[C:43]2[CH:48]=[CH:47][C:46]([CH2:49][CH2:50][CH2:51][CH2:52][CH2:53][CH2:54][CH2:55][CH2:56][CH2:57][CH3:58])=[CH:45][CH:44]=2)[CH:40]=1.